From a dataset of Catalyst prediction with 721,799 reactions and 888 catalyst types from USPTO. Predict which catalyst facilitates the given reaction. (1) Reactant: [C:1]1([CH3:20])[CH:6]=[CH:5][C:4]([N:7]2[C:11]([NH2:12])=[CH:10][C:9]([C:13]3([C:16]([F:19])([F:18])[F:17])[CH2:15][CH2:14]3)=[N:8]2)=[CH:3][CH:2]=1.C([O-])([O-])=O.[K+].[K+].Cl[C:28]([O:30][C:31]1[CH:36]=[CH:35][CH:34]=[CH:33][CH:32]=1)=[O:29]. Product: [C:1]1([CH3:20])[CH:2]=[CH:3][C:4]([N:7]2[C:11]([NH:12][C:28](=[O:29])[O:30][C:31]3[CH:36]=[CH:35][CH:34]=[CH:33][CH:32]=3)=[CH:10][C:9]([C:13]3([C:16]([F:18])([F:19])[F:17])[CH2:15][CH2:14]3)=[N:8]2)=[CH:5][CH:6]=1. The catalyst class is: 2. (2) Reactant: [F:1][C:2]1[CH:7]=[CH:6][C:5]([C:8]2([C:18]([NH2:20])=O)[C:12]3[CH:13]=[CH:14][CH:15]=[CH:16][C:11]=3[C:10](=[O:17])[O:9]2)=[CH:4][CH:3]=1.[NH2:21][CH2:22][CH2:23][CH2:24]N.C1(C)C=CC=CC=1. Product: [F:1][C:2]1[CH:3]=[CH:4][C:5]([C:8]2([OH:9])[C:12]3[CH:13]=[CH:14][CH:15]=[CH:16][C:11]=3[C:10](=[O:17])[N:20]3[CH2:24][CH2:23][CH2:22][N:21]=[C:18]23)=[CH:6][CH:7]=1. The catalyst class is: 6. (3) Reactant: [C:1]([O:5][C:6](=[O:15])[CH2:7][N:8]1[CH2:13][CH2:12][NH:11][CH2:10][C:9]1=[O:14])([CH3:4])([CH3:3])[CH3:2].C(N(CC)CC)C.[Cl:23][C:24]1[CH:36]=[CH:35][C:27]2[CH:28]=[C:29]([S:31](Cl)(=[O:33])=[O:32])[S:30][C:26]=2[CH:25]=1.C(OCC)(=O)C.CCCCCC. Product: [C:1]([O:5][C:6](=[O:15])[CH2:7][N:8]1[CH2:13][CH2:12][N:11]([S:31]([C:29]2[S:30][C:26]3[CH:25]=[C:24]([Cl:23])[CH:36]=[CH:35][C:27]=3[CH:28]=2)(=[O:33])=[O:32])[CH2:10][C:9]1=[O:14])([CH3:4])([CH3:2])[CH3:3]. The catalyst class is: 2. (4) Reactant: [CH:1]1[C:10]2[C:5](=[C:6]([C:11]3[CH:12]=[C:13]4[C:18](=[CH:19][CH:20]=3)[C:17]([C:21]([OH:23])=O)=[CH:16][CH:15]=[CH:14]4)[CH:7]=[CH:8][CH:9]=2)[CH:4]=[CH:3][N:2]=1.[NH2:24][C:25]1[S:26][CH:27]=[CH:28][N:29]=1.CCN(C(C)C)C(C)C.CN(C(ON1N=NC2C=CC=NC1=2)=[N+](C)C)C.F[P-](F)(F)(F)(F)F. Product: [CH:1]1[C:10]2[C:5](=[C:6]([C:11]3[CH:12]=[C:13]4[C:18](=[CH:19][CH:20]=3)[C:17]([C:21]([NH:24][C:25]3[S:26][CH:27]=[CH:28][N:29]=3)=[O:23])=[CH:16][CH:15]=[CH:14]4)[CH:7]=[CH:8][CH:9]=2)[CH:4]=[CH:3][N:2]=1. The catalyst class is: 22. (5) Reactant: [F:1][C:2]1[CH:3]=[C:4]2[C:8](=[CH:9][CH:10]=1)[N:7]([CH2:11][C:12]1[CH:17]=[CH:16][CH:15]=[C:14]([F:18])[CH:13]=1)[C:6]([C:19](O)=[O:20])=[CH:5]2.CN(C)CCCN=C=NCC.[C:33]([O:36][CH:37]1[C:41]2=[N:42][C:43]3[C:44](=[N:45][CH:46]=[C:47]([NH2:49])[CH:48]=3)[N:40]2[CH2:39][CH2:38]1)(=[O:35])[CH3:34]. Product: [C:33]([O:36][CH:37]1[C:41]2=[N:42][C:43]3[C:44](=[N:45][CH:46]=[C:47]([NH:49][C:19]([C:6]4[N:7]([CH2:11][C:12]5[CH:17]=[CH:16][CH:15]=[C:14]([F:18])[CH:13]=5)[C:8]5[C:4]([CH:5]=4)=[CH:3][C:2]([F:1])=[CH:10][CH:9]=5)=[O:20])[CH:48]=3)[N:40]2[CH2:39][CH2:38]1)(=[O:35])[CH3:34]. The catalyst class is: 9. (6) Reactant: [C:1]([N:4]1[C:13]2[C:8](=[CH:9][C:10]([C:14]#[C:15][Si](C)(C)C)=[CH:11][CH:12]=2)[C@H:7]([NH:20][C:21](=[O:27])[O:22][C:23]([CH3:26])([CH3:25])[CH3:24])[CH2:6][C@@H:5]1[CH3:28])(=[O:3])[CH3:2].CCCC[N+](CCCC)(CCCC)CCCC.[F-]. Product: [C:1]([N:4]1[C:13]2[C:8](=[CH:9][C:10]([C:14]#[CH:15])=[CH:11][CH:12]=2)[C@H:7]([NH:20][C:21](=[O:27])[O:22][C:23]([CH3:26])([CH3:25])[CH3:24])[CH2:6][C@@H:5]1[CH3:28])(=[O:3])[CH3:2]. The catalyst class is: 7. (7) Reactant: [CH3:1][C:2]1[CH:3]=[CH:4][C:5]2[N:6]([C:8]([C:11]([OH:13])=O)=[CH:9][N:10]=2)[CH:7]=1.C(Cl)(=O)C(Cl)=O.[NH2:20][C:21]1[CH:22]=[C:23]([CH:38]=[CH:39][C:40]=1[F:41])[C:24]([NH:26][C@@H:27]1[C:35]2[C:30](=[CH:31][CH:32]=[C:33]([Cl:36])[CH:34]=2)[CH2:29][C@@H:28]1[OH:37])=[O:25].N1C=CC=CC=1. Product: [F:41][C:40]1[CH:39]=[CH:38][C:23]([C:24](=[O:25])[NH:26][C@@H:27]2[C:35]3[C:30](=[CH:31][CH:32]=[C:33]([Cl:36])[CH:34]=3)[CH2:29][C@@H:28]2[OH:37])=[CH:22][C:21]=1[NH:20][C:11]([C:8]1[N:6]2[CH:7]=[C:2]([CH3:1])[CH:3]=[CH:4][C:5]2=[N:10][CH:9]=1)=[O:13]. The catalyst class is: 139. (8) Reactant: [CH:1]1([CH2:4][O:5][C:6]2([C:16]3[S:17][CH:18]=[C:19]([C:21]4[CH:26]=[CH:25][CH:24]=[CH:23][CH:22]=4)[N:20]=3)[CH2:15][CH2:14][C:9]3(OCC[O:10]3)[CH2:8][CH2:7]2)[CH2:3][CH2:2]1.C1(C)C=CC(S(O)(=O)=O)=CC=1.C(=O)([O-])O.[Na+]. Product: [CH:1]1([CH2:4][O:5][C:6]2([C:16]3[S:17][CH:18]=[C:19]([C:21]4[CH:26]=[CH:25][CH:24]=[CH:23][CH:22]=4)[N:20]=3)[CH2:15][CH2:14][C:9](=[O:10])[CH2:8][CH2:7]2)[CH2:2][CH2:3]1. The catalyst class is: 95.